The task is: Predict the reaction yield, written as a fraction of the theoretical maximum amount of product (1.0 means a 100% yield; for example, 0.34 means a 34% yield).. This data is from Reaction yield outcomes from USPTO patents with 853,638 reactions. (1) The reactants are [Cl:1][C:2]1[CH:3]=[C:4]2[C:9](=[CH:10][C:11]=1F)[O:8][CH:7]([C:13]([F:16])([F:15])[F:14])[C:6]([C:17]([O:19][CH2:20][CH3:21])=[O:18])=[CH:5]2.[CH3:22][CH:23]1[CH2:28][CH:27]([CH3:29])[CH2:26][NH:25][CH2:24]1.C([O-])([O-])=O.[K+].[K+]. The catalyst is CN(C=O)C. The product is [Cl:1][C:2]1[CH:3]=[C:4]2[C:9](=[CH:10][C:11]=1[N:25]1[CH2:26][CH:27]([CH3:29])[CH2:28][CH:23]([CH3:22])[CH2:24]1)[O:8][CH:7]([C:13]([F:16])([F:15])[F:14])[C:6]([C:17]([O:19][CH2:20][CH3:21])=[O:18])=[CH:5]2. The yield is 0.930. (2) The reactants are [N:1]1[CH:6]=[CH:5][CH:4]=[CH:3][C:2]=1[CH2:7][CH2:8][C:9]1[CH:16]=[CH:15][C:12]([CH2:13][OH:14])=[CH:11][CH:10]=1. The catalyst is [O-2].[O-2].[Mn+4].C(OCC)(=O)C. The product is [N:1]1[CH:6]=[CH:5][CH:4]=[CH:3][C:2]=1[CH2:7][CH2:8][C:9]1[CH:10]=[CH:11][C:12]([CH:13]=[O:14])=[CH:15][CH:16]=1. The yield is 0.820. (3) The reactants are BrC1C=CC(N=C=S)=CC=1.NC1C=C(C)C=CC=1O.[Br:20][C:21]1[CH:26]=[CH:25][C:24]([NH:27][C:28]([NH:30][C:31]2[CH:36]=[C:35]([CH3:37])[CH:34]=[CH:33][C:32]=2[OH:38])=S)=[CH:23][CH:22]=1.Cl.CN(C)CCCN=C=NCC. The catalyst is C(O)C.CCOCC. The product is [Br:20][C:21]1[CH:26]=[CH:25][C:24]([NH:27][C:28]2[O:38][C:32]3[CH:33]=[CH:34][C:35]([CH3:37])=[CH:36][C:31]=3[N:30]=2)=[CH:23][CH:22]=1. The yield is 0.600. (4) The reactants are C([O:3][C:4](=O)[C@@H:5]([N:7]([CH2:21][CH3:22])[C:8]1[C:17]([N+:18]([O-])=O)=[CH:16][C:11]([C:12]([O:14][CH3:15])=[O:13])=[CH:10][N:9]=1)[CH3:6])C.P(OC1C=CC=CC=1)(OC1C=CC=CC=1)OC1C=CC=CC=1. The catalyst is ClCCl.[NH4+].[O-][V](=O)=O.[Pt]. The product is [CH2:21]([N:7]1[C@@H:5]([CH3:6])[C:4](=[O:3])[NH:18][C:17]2[CH:16]=[C:11]([C:12]([O:14][CH3:15])=[O:13])[CH:10]=[N:9][C:8]1=2)[CH3:22]. The yield is 0.570. (5) The reactants are [N:1]1[C:10]2[C:5](=[CH:6][C:7]([CH:11]([CH3:15])[C:12](O)=O)=[CH:8][CH:9]=2)[CH:4]=[CH:3][CH:2]=1.[C:16]1([C:22]2[N:27]=[N:26][C:25]([NH:28][NH2:29])=[CH:24][CH:23]=2)[CH:21]=[CH:20][CH:19]=[CH:18][CH:17]=1.Cl. The catalyst is C([O-])(O)=O.[Na+]. The product is [C:16]1([C:22]2[CH:23]=[CH:24][C:25]3[N:26]([C:12]([CH:11]([C:7]4[CH:6]=[C:5]5[C:10](=[CH:9][CH:8]=4)[N:1]=[CH:2][CH:3]=[CH:4]5)[CH3:15])=[N:29][N:28]=3)[N:27]=2)[CH:17]=[CH:18][CH:19]=[CH:20][CH:21]=1. The yield is 0.530. (6) The reactants are Br[C:2]1[CH:3]=[C:4]([N:13]([C@H:17]2[CH2:22][CH2:21][C@H:20]([N:23]([CH3:25])[CH3:24])[CH2:19][CH2:18]2)[CH2:14][CH2:15][CH3:16])[C:5]([CH3:12])=[C:6]([CH:11]=1)[C:7]([O:9][CH3:10])=[O:8].[CH3:26][O:27][CH2:28][CH2:29][O:30][C:31]1[CH:36]=[CH:35][C:34](B2OC(C)(C)C(C)(C)O2)=[CH:33][CH:32]=1.C([O-])([O-])=O.[Na+].[Na+]. The catalyst is O1CCOCC1.O.C1C=CC([P]([Pd]([P](C2C=CC=CC=2)(C2C=CC=CC=2)C2C=CC=CC=2)([P](C2C=CC=CC=2)(C2C=CC=CC=2)C2C=CC=CC=2)[P](C2C=CC=CC=2)(C2C=CC=CC=2)C2C=CC=CC=2)(C2C=CC=CC=2)C2C=CC=CC=2)=CC=1. The product is [CH3:24][N:23]([CH3:25])[C@H:20]1[CH2:21][CH2:22][C@H:17]([N:13]([CH2:14][CH2:15][CH3:16])[C:4]2[C:5]([CH3:12])=[C:6]([C:7]([O:9][CH3:10])=[O:8])[CH:11]=[C:2]([C:34]3[CH:35]=[CH:36][C:31]([O:30][CH2:29][CH2:28][O:27][CH3:26])=[CH:32][CH:33]=3)[CH:3]=2)[CH2:18][CH2:19]1. The yield is 0.850. (7) The reactants are O[C@:2]12[CH2:19][CH2:18][C@@:16]3([CH3:17])[C@@H:12]([CH2:13][CH2:14][C:15]3=[O:20])[C@@H:11]1[CH2:10][CH2:9][C@H:8]1[C@:3]2([CH3:22])[CH2:4][CH2:5][C:6](=[O:21])[CH2:7]1.S(=O)(=O)(O)O. The catalyst is C(Cl)Cl. The product is [CH3:17][C@:16]12[CH2:18][CH:19]=[C:2]3[C@@H:11]([CH2:10][CH2:9][C@H:8]4[C@:3]3([CH3:22])[CH2:4][CH2:5][C:6](=[O:21])[CH2:7]4)[C@@H:12]1[CH2:13][CH2:14][C:15]2=[O:20]. The yield is 0.940.